The task is: Predict the product of the given reaction.. This data is from Forward reaction prediction with 1.9M reactions from USPTO patents (1976-2016). (1) Given the reactants [OH:1][CH2:2][CH:3]1[O:7][C:6](=[O:8])[N:5]([CH:9]([CH3:11])[CH3:10])[CH2:4]1.C1(N)CC1.C(N)(C)C, predict the reaction product. The product is: [CH:9]1([N:5]2[CH2:4][CH:3]([CH2:2][OH:1])[O:7][C:6]2=[O:8])[CH2:11][CH2:10]1. (2) Given the reactants [F:1][C:2]1([F:32])[CH2:4][CH:3]1[CH2:5][N:6]1[C:14]2[C:9](=[N:10][C:11]([C:15]3[CH:20]=[C:19]([CH2:21][N:22]4[CH2:27][CH2:26][NH:25][CH2:24][CH2:23]4)[CH:18]=[CH:17][C:16]=3[CH3:28])=[CH:12][CH:13]=2)[N:8]([CH3:29])[S:7]1(=[O:31])=[O:30].CCN(C(C)C)C(C)C.[C:42](O)(=[O:46])[C@@H:43]([CH3:45])[OH:44].CN(C(ON1N=NC2C=CC=NC1=2)=[N+](C)C)C.F[P-](F)(F)(F)(F)F, predict the reaction product. The product is: [F:32][C:2]1([F:1])[CH2:4][CH:3]1[CH2:5][N:6]1[C:14]2[C:9](=[N:10][C:11]([C:15]3[CH:20]=[C:19]([CH:18]=[CH:17][C:16]=3[CH3:28])[CH2:21][N:22]3[CH2:27][CH2:26][N:25]([C:42](=[O:46])[C@H:43]([OH:44])[CH3:45])[CH2:24][CH2:23]3)=[CH:12][CH:13]=2)[N:8]([CH3:29])[S:7]1(=[O:31])=[O:30]. (3) Given the reactants C([Li])(CC)C.Br[C:7]1[CH:12]=[CH:11][C:10]([O:13][CH2:14][C:15]2[CH:20]=[CH:19][CH:18]=[CH:17][CH:16]=2)=[CH:9][CH:8]=1.[CH3:21][C:22]([CH3:33])([C:28](OCC)=[O:29])[C:23]([O:25][CH2:26][CH3:27])=[O:24], predict the reaction product. The product is: [CH2:26]([O:25][C:23](=[O:24])[C:22]([CH3:33])([CH3:21])[C:28]([C:7]1[CH:12]=[CH:11][C:10]([O:13][CH2:14][C:15]2[CH:20]=[CH:19][CH:18]=[CH:17][CH:16]=2)=[CH:9][CH:8]=1)=[O:29])[CH3:27].